This data is from NCI-60 drug combinations with 297,098 pairs across 59 cell lines. The task is: Regression. Given two drug SMILES strings and cell line genomic features, predict the synergy score measuring deviation from expected non-interaction effect. (1) Drug 1: CNC(=O)C1=CC=CC=C1SC2=CC3=C(C=C2)C(=NN3)C=CC4=CC=CC=N4. Drug 2: C1C(C(OC1N2C=NC3=C(N=C(N=C32)Cl)N)CO)O. Cell line: MDA-MB-231. Synergy scores: CSS=3.70, Synergy_ZIP=-0.959, Synergy_Bliss=-1.56, Synergy_Loewe=-17.0, Synergy_HSA=-5.19. (2) Drug 1: C1CCC(CC1)NC(=O)N(CCCl)N=O. Drug 2: CN(C)C1=NC(=NC(=N1)N(C)C)N(C)C. Cell line: A549. Synergy scores: CSS=15.5, Synergy_ZIP=-4.88, Synergy_Bliss=4.98, Synergy_Loewe=-0.340, Synergy_HSA=1.34. (3) Drug 1: C1CN1P(=S)(N2CC2)N3CC3. Drug 2: CC1=C(C(CCC1)(C)C)C=CC(=CC=CC(=CC(=O)O)C)C. Cell line: NCI/ADR-RES. Synergy scores: CSS=15.0, Synergy_ZIP=-1.76, Synergy_Bliss=3.55, Synergy_Loewe=-3.22, Synergy_HSA=0.160. (4) Drug 1: C1=NC2=C(N=C(N=C2N1C3C(C(C(O3)CO)O)F)Cl)N. Drug 2: CC1CCCC2(C(O2)CC(NC(=O)CC(C(C(=O)C(C1O)C)(C)C)O)C(=CC3=CSC(=N3)C)C)C. Cell line: PC-3. Synergy scores: CSS=31.2, Synergy_ZIP=-4.19, Synergy_Bliss=-10.1, Synergy_Loewe=-17.8, Synergy_HSA=-8.99.